From a dataset of Peptide-MHC class I binding affinity with 185,985 pairs from IEDB/IMGT. Regression. Given a peptide amino acid sequence and an MHC pseudo amino acid sequence, predict their binding affinity value. This is MHC class I binding data. The peptide sequence is MLLGELLTF. The MHC is HLA-A02:12 with pseudo-sequence HLA-A02:12. The binding affinity (normalized) is 0.0847.